This data is from NCI-60 drug combinations with 297,098 pairs across 59 cell lines. The task is: Regression. Given two drug SMILES strings and cell line genomic features, predict the synergy score measuring deviation from expected non-interaction effect. (1) Drug 1: COC1=C(C=C2C(=C1)N=CN=C2NC3=CC(=C(C=C3)F)Cl)OCCCN4CCOCC4. Drug 2: CN1C(=O)N2C=NC(=C2N=N1)C(=O)N. Cell line: HT29. Synergy scores: CSS=29.1, Synergy_ZIP=6.44, Synergy_Bliss=10.4, Synergy_Loewe=-5.07, Synergy_HSA=6.78. (2) Drug 1: C1=CN(C(=O)N=C1N)C2C(C(C(O2)CO)O)O.Cl. Drug 2: CC1CCC2CC(C(=CC=CC=CC(CC(C(=O)C(C(C(=CC(C(=O)CC(OC(=O)C3CCCCN3C(=O)C(=O)C1(O2)O)C(C)CC4CCC(C(C4)OC)O)C)C)O)OC)C)C)C)OC. Cell line: IGROV1. Synergy scores: CSS=5.68, Synergy_ZIP=-0.802, Synergy_Bliss=3.41, Synergy_Loewe=-0.755, Synergy_HSA=0.155. (3) Drug 1: CC12CCC3C(C1CCC2=O)CC(=C)C4=CC(=O)C=CC34C. Drug 2: CC1CCC2CC(C(=CC=CC=CC(CC(C(=O)C(C(C(=CC(C(=O)CC(OC(=O)C3CCCCN3C(=O)C(=O)C1(O2)O)C(C)CC4CCC(C(C4)OC)O)C)C)O)OC)C)C)C)OC. Cell line: COLO 205. Synergy scores: CSS=56.0, Synergy_ZIP=-1.96, Synergy_Bliss=1.65, Synergy_Loewe=0.483, Synergy_HSA=0.990. (4) Drug 1: C1CCC(C1)C(CC#N)N2C=C(C=N2)C3=C4C=CNC4=NC=N3. Drug 2: CC1=C(C=C(C=C1)NC2=NC=CC(=N2)N(C)C3=CC4=NN(C(=C4C=C3)C)C)S(=O)(=O)N.Cl. Cell line: SK-MEL-5. Synergy scores: CSS=-3.40, Synergy_ZIP=10.2, Synergy_Bliss=14.9, Synergy_Loewe=-4.96, Synergy_HSA=-3.77.